From a dataset of Peptide-MHC class I binding affinity with 185,985 pairs from IEDB/IMGT. Regression. Given a peptide amino acid sequence and an MHC pseudo amino acid sequence, predict their binding affinity value. This is MHC class I binding data. (1) The peptide sequence is SVANRSKQK. The MHC is H-2-Kb with pseudo-sequence H-2-Kb. The binding affinity (normalized) is 0. (2) The peptide sequence is AGVLARWGTF. The MHC is HLA-A32:01 with pseudo-sequence HLA-A32:01. The binding affinity (normalized) is 0.165. (3) The peptide sequence is AGPLEEEL. The MHC is H-2-Dd with pseudo-sequence H-2-Dd. The binding affinity (normalized) is 0.0278. (4) The peptide sequence is MTRRRVLSV. The MHC is SLA-30401 with pseudo-sequence SLA-30401. The binding affinity (normalized) is 0.561. (5) The peptide sequence is SGALDTTSY. The MHC is HLA-A26:01 with pseudo-sequence HLA-A26:01. The binding affinity (normalized) is 0. (6) The peptide sequence is VTYTEIEPK. The MHC is HLA-A31:01 with pseudo-sequence HLA-A31:01. The binding affinity (normalized) is 0.333.